From a dataset of Full USPTO retrosynthesis dataset with 1.9M reactions from patents (1976-2016). Predict the reactants needed to synthesize the given product. (1) Given the product [Cl:1][C:2]1[C:3]2[S:10][CH:9]=[C:8]([C:11]([NH:26][C:16]3[C:17]([F:25])=[C:18]([O:23][CH3:24])[CH:19]=[C:20]([O:21][CH3:22])[C:15]=3[F:14])=[O:13])[C:4]=2[N:5]=[CH:6][N:7]=1, predict the reactants needed to synthesize it. The reactants are: [Cl:1][C:2]1[C:3]2[S:10][CH:9]=[C:8]([C:11]([OH:13])=O)[C:4]=2[N:5]=[CH:6][N:7]=1.[F:14][C:15]1[C:20]([O:21][CH3:22])=[CH:19][C:18]([O:23][CH3:24])=[C:17]([F:25])[C:16]=1[NH2:26].C1C=CC2N(O)N=NC=2C=1.CCN=C=NCCCN(C)C. (2) Given the product [CH:36]([NH:41][C:22]([C:21]1[C:15]2[C:16](=[N:17][CH:18]=[C:13]([C:4]3[C:3]4[C:7](=[CH:8][C:9]([F:11])=[CH:10][CH:2]=4)[N:6]([CH:12]4[CH2:63][O:64][CH2:51]4)[N:5]=3)[N:14]=2)[N:19]([CH2:25][O:26][CH2:27][CH2:28][Si:29]([CH3:30])([CH3:31])[CH3:32])[CH:20]=1)=[O:24])([CH3:37])[CH3:35], predict the reactants needed to synthesize it. The reactants are: F[C:2]1[CH:10]=[C:9]([F:11])[CH:8]=[C:7]2[C:3]=1[C:4]([C:13]1[N:14]=[C:15]3[C:21]([C:22]([OH:24])=O)=[CH:20][N:19]([CH2:25][O:26][CH2:27][CH2:28][Si:29]([CH3:32])([CH3:31])[CH3:30])[C:16]3=[N:17][CH:18]=1)=[N:5][N:6]2[CH3:12].C1C=[CH:35][C:36]2[N:41](O)N=N[C:37]=2C=1.C(Cl)CCl.C(N)(C)C.[CH:51](N(CC)C(C)C)(C)C.CN([CH:63]=[O:64])C. (3) The reactants are: [CH2:1]([O:3][C:4]([C:6]1[CH:7]=[N:8][N:9]([C:11]2[N:15]([CH2:16][O:17][CH2:18][CH2:19][O:20][CH3:21])[C:14]3[CH:22]=[C:23]([Cl:34])[C:24](SC4C=C(C)C=CC=4)=[CH:25][C:13]=3[N:12]=2)[CH:10]=1)=[O:5])[CH3:2].ClC1C(S[C:54]2[CH:55]=[C:56]([CH3:60])[CH:57]=[CH:58][CH:59]=2)=CC2N=C(N3C=C(C(O)=O)C=N3)NC=2C=1.O[O:62][S:63]([O-:65])=O.[K+].S([O-])([O-])(=O)=S.[Na+].[Na+]. Given the product [CH2:1]([O:3][C:4]([C:6]1[CH:7]=[N:8][N:9]([C:11]2[N:15]([CH2:16][O:17][CH2:18][CH2:19][O:20][CH3:21])[C:14]3[CH:22]=[C:23]([Cl:34])[C:24]([S:63]([C:54]4[CH:55]=[C:56]([CH3:60])[CH:57]=[CH:58][CH:59]=4)(=[O:65])=[O:62])=[CH:25][C:13]=3[N:12]=2)[CH:10]=1)=[O:5])[CH3:2], predict the reactants needed to synthesize it. (4) Given the product [F:1][C:2]1[CH:3]=[C:4]([C:18]#[C:17][CH2:16][N:13]2[CH2:14][CH2:15][CH:10]([CH3:9])[CH2:11][CH2:12]2)[CH:5]=[CH:6][CH:7]=1, predict the reactants needed to synthesize it. The reactants are: [F:1][C:2]1[CH:3]=[C:4](I)[CH:5]=[CH:6][CH:7]=1.[CH3:9][CH:10]1[CH2:15][CH2:14][N:13]([CH2:16][C:17]#[CH:18])[CH2:12][CH2:11]1. (5) Given the product [O:42]1[CH2:47][CH2:46][CH2:45][CH2:44][CH:43]1[O:48][NH:49][C:11]([C:6]1[C:5]([N:4]=[S:1](=[O:2])=[O:3])=[CH:10][CH:9]=[CH:8][N:7]=1)=[O:13], predict the reactants needed to synthesize it. The reactants are: [S:1](=[N:4][C:5]1[C:6]([C:11]([OH:13])=O)=[N:7][CH:8]=[CH:9][CH:10]=1)(=[O:3])=[O:2].C1C=CC2N(O)N=NC=2C=1.CCN=C=NCCCN(C)C.C(N(CC)CC)C.[O:42]1[CH2:47][CH2:46][CH2:45][CH2:44][CH:43]1[O:48][NH2:49]. (6) The reactants are: COC1C=CC(C2CC3C(=CC(OC)=CC=3)OC2(C)C)=C(N)C=1.Cl.[N:25]1([CH2:32][CH2:33][O:34][C:35]2[CH:43]=[CH:42][C:38]([C:39](O)=O)=[CH:37][CH:36]=2)[CH2:31][CH2:30][CH2:29][CH2:28][CH2:27][CH2:26]1.N1(CCOC2C=C[C:57]([CH2:58][NH:59][C:60]3[CH:65]=[C:64]([O:66][CH3:67])[CH:63]=[CH:62][C:61]=3[CH:68]3[CH2:77][C:76]4[C:71](=[CH:72][C:73]([O:78][CH3:79])=[CH:74][CH:75]=4)[O:70][C:69]3([CH3:81])[CH3:80])=CC=2)CCCCCC1. Given the product [N:25]1([CH2:32][CH2:33][O:34][C:35]2[CH:43]=[CH:42][C:38]([CH2:39][N:59]([CH2:58][CH3:57])[C:60]3[CH:65]=[C:64]([O:66][CH3:67])[CH:63]=[CH:62][C:61]=3[CH:68]3[CH2:77][C:76]4[C:71](=[CH:72][C:73]([O:78][CH3:79])=[CH:74][CH:75]=4)[O:70][C:69]3([CH3:80])[CH3:81])=[CH:37][CH:36]=2)[CH2:31][CH2:30][CH2:29][CH2:28][CH2:27][CH2:26]1, predict the reactants needed to synthesize it. (7) Given the product [F:1][C:2]1[CH:22]=[CH:21][C:5]([CH2:6][NH:7][C:8]([C:10]2[S:14][C:13]([C:15]3[CH:19]=[CH:18][N:17]([CH2:24][CH2:25][C:26]4[CH:31]=[CH:30][C:29]([O:32][CH3:33])=[CH:28][CH:27]=4)[N:16]=3)=[N:12][C:11]=2[CH3:20])=[O:9])=[CH:4][CH:3]=1, predict the reactants needed to synthesize it. The reactants are: [F:1][C:2]1[CH:22]=[CH:21][C:5]([CH2:6][NH:7][C:8]([C:10]2[S:14][C:13]([C:15]3[NH:16][N:17]=[CH:18][CH:19]=3)=[N:12][C:11]=2[CH3:20])=[O:9])=[CH:4][CH:3]=1.Br[CH2:24][CH2:25][C:26]1[CH:31]=[CH:30][C:29]([O:32][CH3:33])=[CH:28][CH:27]=1. (8) Given the product [C:1]([O:5][C:6]([N:8]1[CH2:13][CH2:12][N:11]([CH2:14][C:15]2[CH:20]=[CH:19][C:18]([C:21]3[NH:22][C:23](=[O:32])[C:24]4[C:29]([CH:30]=3)=[C:28]([CH2:34][CH3:35])[CH:27]=[CH:26][CH:25]=4)=[CH:17][CH:16]=2)[CH2:10][CH2:9]1)=[O:7])([CH3:4])([CH3:3])[CH3:2], predict the reactants needed to synthesize it. The reactants are: [C:1]([O:5][C:6]([N:8]1[CH2:13][CH2:12][N:11]([CH2:14][C:15]2[CH:20]=[CH:19][C:18]([C:21]3[NH:22][C:23](=[O:32])[C:24]4[C:29]([CH:30]=3)=[C:28](Br)[CH:27]=[CH:26][CH:25]=4)=[CH:17][CH:16]=2)[CH2:10][CH2:9]1)=[O:7])([CH3:4])([CH3:3])[CH3:2].[Al](CC)(CC)[CH2:34][CH3:35]. (9) Given the product [NH2:25][C:11]1[N:12]=[C:13]([C:15]2[CH:24]=[C:23]3[C:18]([CH2:19][CH2:20][N:21]([C:27]4[CH:34]=[CH:33][C:30]([C:31]#[N:32])=[CH:29][CH:28]=4)[CH2:22]3)=[CH:17][CH:16]=2)[CH:14]=[C:9]([N:6]2[CH2:5][CH2:4][N:3]([CH3:2])[CH2:8][CH2:7]2)[N:10]=1, predict the reactants needed to synthesize it. The reactants are: Cl.[CH3:2][N:3]1[CH2:8][CH2:7][N:6]([C:9]2[CH:14]=[C:13]([C:15]3[CH:24]=[C:23]4[C:18]([CH2:19][CH2:20][NH:21][CH2:22]4)=[CH:17][CH:16]=3)[N:12]=[C:11]([NH2:25])[N:10]=2)[CH2:5][CH2:4]1.F[C:27]1[CH:34]=[CH:33][C:30]([C:31]#[N:32])=[CH:29][CH:28]=1.CN1CCOCC1.